Dataset: Reaction yield outcomes from USPTO patents with 853,638 reactions. Task: Predict the reaction yield, written as a fraction of the theoretical maximum amount of product (1.0 means a 100% yield; for example, 0.34 means a 34% yield). (1) The reactants are [CH3:1][O:2][C:3]1[CH:20]=[CH:19][C:6]([CH2:7][N:8]2[C:12]3[N:13]=[CH:14][CH:15]=[C:16]([OH:17])[C:11]=3[C:10]([CH3:18])=[N:9]2)=[CH:5][CH:4]=1.F[C:22]1[CH:27]=[CH:26][C:25]([N+:28]([O-:30])=[O:29])=[CH:24][CH:23]=1.C([O-])([O-])=O.[Cs+].[Cs+].CC(N(C)C)=O. The catalyst is O. The product is [CH3:1][O:2][C:3]1[CH:4]=[CH:5][C:6]([CH2:7][N:8]2[C:12]3=[N:13][CH:14]=[CH:15][C:16]([O:17][C:22]4[CH:27]=[CH:26][C:25]([N+:28]([O-:30])=[O:29])=[CH:24][CH:23]=4)=[C:11]3[C:10]([CH3:18])=[N:9]2)=[CH:19][CH:20]=1. The yield is 0.790. (2) The reactants are C(=O)([O-])[O-].[K+].[K+].[I-].[Na+].[CH3:9][CH:10]([CH3:26])[C:11]([NH:13][C:14]1[CH:19]=[CH:18][CH:17]=[C:16]([CH:20]2[CH2:25][CH2:24][NH:23][CH2:22][CH2:21]2)[CH:15]=1)=[O:12].Cl[CH2:28][CH2:29][C@@H:30]([O:37][C:38]1[CH:43]=[CH:42][C:41]([O:44][CH3:45])=[C:40]([O:46][CH3:47])[CH:39]=1)[C:31]1[CH:36]=[CH:35][CH:34]=[CH:33][CH:32]=1. The catalyst is CN(C=O)C.O. The product is [CH3:47][O:46][C:40]1[CH:39]=[C:38]([CH:43]=[CH:42][C:41]=1[O:44][CH3:45])[O:37][C@@H:30]([C:31]1[CH:36]=[CH:35][CH:34]=[CH:33][CH:32]=1)[CH2:29][CH2:28][N:23]1[CH2:24][CH2:25][CH:20]([C:16]2[CH:15]=[C:14]([NH:13][C:11](=[O:12])[CH:10]([CH3:26])[CH3:9])[CH:19]=[CH:18][CH:17]=2)[CH2:21][CH2:22]1. The yield is 0.901. (3) The reactants are [CH2:1]([N:3]1[CH:7]=[C:6]([N:8]([CH3:17])[S:9]([C:12]2[S:13][CH:14]=[CH:15][CH:16]=2)(=[O:11])=[O:10])[CH:5]=[C:4]1[C:18](OCC)=[O:19])[CH3:2].[H-].[Al+3].[Li+].[H-].[H-].[H-].O.[OH-].[Na+]. The catalyst is O1CCCC1. The product is [CH2:1]([N:3]1[C:4]([CH:18]=[O:19])=[CH:5][C:6]([N:8]([CH3:17])[S:9]([C:12]2[S:13][CH:14]=[CH:15][CH:16]=2)(=[O:10])=[O:11])=[CH:7]1)[CH3:2]. The yield is 0.910. (4) The reactants are C([NH:4][C:5]1[CH:10]=[C:9]([C:11]2[CH:16]=[CH:15][C:14]([C:17]([F:20])([F:19])[F:18])=[C:13]([F:21])[C:12]=2[F:22])[N:8]=[C:7]([C:23]([O:25]C)=[O:24])[C:6]=1[Cl:27])(=O)C.[OH-].[Na+]. The catalyst is CO. The product is [NH2:4][C:5]1[CH:10]=[C:9]([C:11]2[CH:16]=[CH:15][C:14]([C:17]([F:18])([F:19])[F:20])=[C:13]([F:21])[C:12]=2[F:22])[N:8]=[C:7]([C:23]([OH:25])=[O:24])[C:6]=1[Cl:27]. The yield is 0.900. (5) The reactants are [CH3:1][O:2][C:3]([C:5]1[CH:6]=[CH:7][C:8]2[O:13][CH2:12][CH2:11][NH:10][C:9]=2[CH:14]=1)=[O:4].CCN(C(C)C)C(C)C.[CH3:24][C:25]([O:28][C:29](O[C:29]([O:28][C:25]([CH3:27])([CH3:26])[CH3:24])=[O:30])=[O:30])([CH3:27])[CH3:26]. The catalyst is C1COCC1. The product is [CH3:1][O:2][C:3]([C:5]1[CH:6]=[CH:7][C:8]2[O:13][CH2:12][CH2:11][N:10]([C:29]([O:28][C:25]([CH3:27])([CH3:26])[CH3:24])=[O:30])[C:9]=2[CH:14]=1)=[O:4]. The yield is 0.760. (6) The reactants are [Cl:1][C:2]1[N:7]=[CH:6][C:5]([NH2:8])=[CH:4][CH:3]=1.[C:9]([O:13][C:14](O[C:14]([O:13][C:9]([CH3:12])([CH3:11])[CH3:10])=[O:15])=[O:15])([CH3:12])([CH3:11])[CH3:10]. The product is [C:9]([O:13][C:14](=[O:15])[NH:8][C:5]1[CH:6]=[N:7][C:2]([Cl:1])=[CH:3][CH:4]=1)([CH3:12])([CH3:11])[CH3:10]. The catalyst is O1CCOCC1.C(OC(OC(OC(C)(C)C)=O)=O)(C)(C)C. The yield is 0.887. (7) The reactants are ClC(Cl)(Cl)CO[C:5](=[O:23])[NH:6][C:7]1[N:8]([C:16]2[CH:21]=[CH:20][C:19]([CH3:22])=[CH:18][CH:17]=2)[N:9]=[C:10]([C:12]([CH3:15])([CH3:14])[CH3:13])[CH:11]=1.[CH3:26][N:27]1[CH2:32][CH2:31][CH2:30][C@H:29]([C:33]2[N:37]3[CH:38]=[C:39]([O:42][C@H:43]4[C:52]5[C:47](=[CH:48][CH:49]=[CH:50][CH:51]=5)[C@@H:46]([NH2:53])[CH2:45][CH2:44]4)[CH:40]=[CH:41][C:36]3=[N:35][N:34]=2)[CH2:28]1.CCN(C(C)C)C(C)C. The catalyst is O1CCOCC1. The product is [C:12]([C:10]1[CH:11]=[C:7]([NH:6][C:5]([NH:53][C@@H:46]2[C:47]3[C:52](=[CH:51][CH:50]=[CH:49][CH:48]=3)[C@H:43]([O:42][C:39]3[CH:40]=[CH:41][C:36]4[N:37]([C:33]([C@H:29]5[CH2:30][CH2:31][CH2:32][N:27]([CH3:26])[CH2:28]5)=[N:34][N:35]=4)[CH:38]=3)[CH2:44][CH2:45]2)=[O:23])[N:8]([C:16]2[CH:21]=[CH:20][C:19]([CH3:22])=[CH:18][CH:17]=2)[N:9]=1)([CH3:14])([CH3:15])[CH3:13]. The yield is 0.740. (8) The reactants are [F:1][C:2]1[CH:10]=[CH:9][C:5]([C:6](O)=[O:7])=[CH:4][C:3]=1[N+:11]([O-:13])=[O:12].C(Cl)CCl.[CH3:18][NH2:19]. The catalyst is ClCCl.C(OCC)(=O)C. The product is [F:1][C:2]1[CH:10]=[CH:9][C:5]([C:6]([NH:19][CH3:18])=[O:7])=[CH:4][C:3]=1[N+:11]([O-:13])=[O:12]. The yield is 0.910. (9) The reactants are [CH2:1]([NH:3][CH2:4][CH3:5])[CH3:2].C([O:13][CH2:14][CH2:15][N:16]1[C:28]2[CH2:27][CH2:26][CH2:25][CH:24]([C:29]([OH:31])=[O:30])[C:23]=2[C:22]2[C:17]1=[CH:18][CH:19]=[CH:20][C:21]=2[O:32][CH3:33])C1C=CC=CC=1.[H][H]. The catalyst is CO.[Pd]. The product is [CH2:1]([NH:3][CH2:4][CH3:5])[CH3:2].[OH:13][CH2:14][CH2:15][N:16]1[C:28]2[CH2:27][CH2:26][CH2:25][CH:24]([C:29]([OH:31])=[O:30])[C:23]=2[C:22]2[C:17]1=[CH:18][CH:19]=[CH:20][C:21]=2[O:32][CH3:33]. The yield is 1.00.